This data is from CYP2C19 inhibition data for predicting drug metabolism from PubChem BioAssay. The task is: Regression/Classification. Given a drug SMILES string, predict its absorption, distribution, metabolism, or excretion properties. Task type varies by dataset: regression for continuous measurements (e.g., permeability, clearance, half-life) or binary classification for categorical outcomes (e.g., BBB penetration, CYP inhibition). Dataset: cyp2c19_veith. The molecule is Cc1sc2c(c1C)C(c1ccc(C(C)(C)C)cc1)=NCC(=O)N2CC(=O)Nc1nccs1. The result is 1 (inhibitor).